Dataset: Reaction yield outcomes from USPTO patents with 853,638 reactions. Task: Predict the reaction yield, written as a fraction of the theoretical maximum amount of product (1.0 means a 100% yield; for example, 0.34 means a 34% yield). (1) The reactants are [Br:1][C:2]1[N:3]([C:8]2[C:17]3[C:12](=[CH:13][CH:14]=[CH:15][CH:16]=3)[C:11]([CH:18]3[CH2:20][CH2:19]3)=[CH:10][CH:9]=2)[C:4]([SH:7])=[N:5][N:6]=1.Br[C:22]([CH3:31])([CH3:30])[C:23]([O:25][C:26]([CH3:29])([CH3:28])[CH3:27])=[O:24].C(N(C(C)C)CC)(C)C. The catalyst is CN(C=O)C. The product is [Br:1][C:2]1[N:3]([C:8]2[C:17]3[C:12](=[CH:13][CH:14]=[CH:15][CH:16]=3)[C:11]([CH:18]3[CH2:20][CH2:19]3)=[CH:10][CH:9]=2)[C:4]([S:7][C:22]([CH3:31])([CH3:30])[C:23]([O:25][C:26]([CH3:29])([CH3:28])[CH3:27])=[O:24])=[N:5][N:6]=1. The yield is 0.750. (2) The reactants are Br[C:2]1[CH:7]=[C:6]([CH3:8])[C:5]([C:9]2[C:10](=[O:27])[CH:11]([CH2:16][CH2:17][NH:18][C:19]([C:21]3[CH:26]=[CH:25][CH:24]=[CH:23][N:22]=3)=[O:20])[CH2:12][C:13]=2[O:14][CH3:15])=[C:4]([CH2:28][CH3:29])[CH:3]=1.[CH3:30][Si:31]([CH3:48])([CH3:47])[C:32]#[C:33][Sn](CCCC)(CCCC)CCCC. The catalyst is C1(P(C2C=CC=CC=2)C2C=CC=CC=2)C=CC=CC=1.C1(P(C2C=CC=CC=2)C2C=CC=CC=2)C=CC=CC=1.C1(P(C2C=CC=CC=2)C2C=CC=CC=2)C=CC=CC=1.C1(P(C2C=CC=CC=2)C2C=CC=CC=2)C=CC=CC=1.[Pd]. The product is [CH2:28]([C:4]1[CH:3]=[C:2]([C:33]#[C:32][Si:31]([CH3:48])([CH3:47])[CH3:30])[CH:7]=[C:6]([CH3:8])[C:5]=1[C:9]1[C:10](=[O:27])[CH:11]([CH2:16][CH2:17][NH:18][C:19]([C:21]2[CH:26]=[CH:25][CH:24]=[CH:23][N:22]=2)=[O:20])[CH2:12][C:13]=1[O:14][CH3:15])[CH3:29]. The yield is 0.970. (3) The reactants are [C:1]([CH2:3][N:4]1[C:12]2[C:7](=[CH:8][CH:9]=[CH:10][C:11]=2OC)[CH:6]=[C:5]1[C:15](OCC)=O)#[N:2].[H-].[Al+3].[Li+].[H-].[H-].[H-].[OH-].[Na+].[CH2:28]([O:30]CC)C. No catalyst specified. The product is [CH3:28][O:30][CH:3]1[N:4]2[C:12]3[CH:11]=[CH:10][CH:9]=[CH:8][C:7]=3[CH:6]=[C:5]2[CH2:15][NH:2][CH2:1]1. The yield is 0.400. (4) The reactants are [N+:1]([C:4]1[N:5]=[CH:6][NH:7][CH:8]=1)([O-:3])=[O:2].C(OC(=O)C)(=O)C.[N+:16]([O-])([OH:18])=[O:17]. The catalyst is O. The product is [N+:16]([N:7]1[CH:8]=[C:4]([N+:1]([O-:3])=[O:2])[N:5]=[CH:6]1)([O-:18])=[O:17]. The yield is 0.751.